From a dataset of NCI-60 drug combinations with 297,098 pairs across 59 cell lines. Regression. Given two drug SMILES strings and cell line genomic features, predict the synergy score measuring deviation from expected non-interaction effect. (1) Drug 1: C1=NC2=C(N1)C(=S)N=C(N2)N. Drug 2: COC1=C2C(=CC3=C1OC=C3)C=CC(=O)O2. Cell line: CCRF-CEM. Synergy scores: CSS=54.2, Synergy_ZIP=5.07, Synergy_Bliss=4.33, Synergy_Loewe=-16.1, Synergy_HSA=3.23. (2) Drug 1: CC=C1C(=O)NC(C(=O)OC2CC(=O)NC(C(=O)NC(CSSCCC=C2)C(=O)N1)C(C)C)C(C)C. Drug 2: CC1=C(N=C(N=C1N)C(CC(=O)N)NCC(C(=O)N)N)C(=O)NC(C(C2=CN=CN2)OC3C(C(C(C(O3)CO)O)O)OC4C(C(C(C(O4)CO)O)OC(=O)N)O)C(=O)NC(C)C(C(C)C(=O)NC(C(C)O)C(=O)NCCC5=NC(=CS5)C6=NC(=CS6)C(=O)NCCC[S+](C)C)O. Cell line: LOX IMVI. Synergy scores: CSS=75.9, Synergy_ZIP=0.415, Synergy_Bliss=-1.09, Synergy_Loewe=-0.574, Synergy_HSA=-0.0460. (3) Drug 1: CN(C)C1=NC(=NC(=N1)N(C)C)N(C)C. Drug 2: CC1=C2C(C(=O)C3(C(CC4C(C3C(C(C2(C)C)(CC1OC(=O)C(C(C5=CC=CC=C5)NC(=O)C6=CC=CC=C6)O)O)OC(=O)C7=CC=CC=C7)(CO4)OC(=O)C)O)C)OC(=O)C. Cell line: SK-MEL-28. Synergy scores: CSS=26.8, Synergy_ZIP=0.00475, Synergy_Bliss=4.54, Synergy_Loewe=-33.7, Synergy_HSA=0.935. (4) Drug 1: CCCS(=O)(=O)NC1=C(C(=C(C=C1)F)C(=O)C2=CNC3=C2C=C(C=N3)C4=CC=C(C=C4)Cl)F. Drug 2: CCC1(CC2CC(C3=C(CCN(C2)C1)C4=CC=CC=C4N3)(C5=C(C=C6C(=C5)C78CCN9C7C(C=CC9)(C(C(C8N6C)(C(=O)OC)O)OC(=O)C)CC)OC)C(=O)OC)O.OS(=O)(=O)O. Cell line: SR. Synergy scores: CSS=81.4, Synergy_ZIP=12.8, Synergy_Bliss=13.3, Synergy_Loewe=-3.14, Synergy_HSA=15.0.